From a dataset of Full USPTO retrosynthesis dataset with 1.9M reactions from patents (1976-2016). Predict the reactants needed to synthesize the given product. (1) Given the product [F:29][C:28]([F:31])([F:30])[C:25]1[CH:26]=[CH:27][C:22]([NH:21][C:4]2[N:5]3[N:6]=[CH:7][C:8]([C:11]4[C:16]([C:17]([F:20])([F:19])[F:18])=[CH:15][CH:14]=[CH:13][N:12]=4)=[CH:9][C:10]3=[C:2]([C:32]#[N:33])[N:3]=2)=[CH:23][CH:24]=1, predict the reactants needed to synthesize it. The reactants are: Br[C:2]1[N:3]=[C:4]([NH:21][C:22]2[CH:27]=[CH:26][C:25]([C:28]([F:31])([F:30])[F:29])=[CH:24][CH:23]=2)[N:5]2[C:10]=1[CH:9]=[C:8]([C:11]1[C:16]([C:17]([F:20])([F:19])[F:18])=[CH:15][CH:14]=[CH:13][N:12]=1)[CH:7]=[N:6]2.[CH3:32][N:33](C)C(=O)C. (2) Given the product [Br:1][C:2]1[C:3]([Cl:17])=[CH:4][C:5]2[N:16]=[CH:18][N:8]([CH2:9][CH:10]3[CH2:11][CH2:12][O:13][CH2:14][CH2:15]3)[C:6]=2[CH:7]=1, predict the reactants needed to synthesize it. The reactants are: [Br:1][C:2]1[CH:7]=[C:6]([NH:8][CH2:9][CH:10]2[CH2:15][CH2:14][O:13][CH2:12][CH2:11]2)[C:5]([NH2:16])=[CH:4][C:3]=1[Cl:17].[CH:18](O)=O. (3) Given the product [C:1]([N:9]1[CH2:22][CH2:21][C:20]2[C:19]3[CH:18]=[CH:17][C:16]([C:24]4[CH:29]=[CH:28][CH:27]=[CH:26][CH:25]=4)=[CH:15][C:14]=3[NH:13][C:12]=2[CH2:11][CH2:10]1)(=[O:8])[C:2]1[CH:7]=[CH:6][CH:5]=[CH:4][CH:3]=1, predict the reactants needed to synthesize it. The reactants are: [C:1]([N:9]1[CH2:22][CH2:21][C:20]2[C:19]3[CH:18]=[CH:17][C:16](Br)=[CH:15][C:14]=3[NH:13][C:12]=2[CH2:11][CH2:10]1)(=[O:8])[C:2]1[CH:7]=[CH:6][CH:5]=[CH:4][CH:3]=1.[C:24]1(B(O)O)[CH:29]=[CH:28][CH:27]=[CH:26][CH:25]=1.CCOC(C)=O.CCCCCCC.